From a dataset of Forward reaction prediction with 1.9M reactions from USPTO patents (1976-2016). Predict the product of the given reaction. (1) Given the reactants [CH2:1](Br)[C:2]1[CH:7]=[CH:6][CH:5]=[CH:4][CH:3]=1.C(CC1C=CC=CC=1)(C1C=CC=CC=1)=O.[OH:24][C:25]1[CH:35]=[CH:34][C:28]([C:29]([O:31][CH2:32][CH3:33])=[O:30])=[CH:27][CH:26]=1.C([O-])([O-])=O.[Cs+].[Cs+], predict the reaction product. The product is: [CH2:1]([O:24][C:25]1[CH:26]=[CH:27][C:28]([C:29]([O:31][CH2:32][CH3:33])=[O:30])=[CH:34][CH:35]=1)[C:2]1[CH:7]=[CH:6][CH:5]=[CH:4][CH:3]=1. (2) Given the reactants [O:1]=[C:2]1[N:11]([C@H:12]([CH3:17])[C:13]([O:15]C)=[O:14])[CH:10]=[CH:9][C:8]2[N:7]=[CH:6][CH:5]=[CH:4][C:3]1=2.[ClH:18], predict the reaction product. The product is: [ClH:18].[O:1]=[C:2]1[N:11]([C@H:12]([CH3:17])[C:13]([OH:15])=[O:14])[CH:10]=[CH:9][C:8]2[N:7]=[CH:6][CH:5]=[CH:4][C:3]1=2. (3) Given the reactants [OH-:1].[K+].[C:3]([O-:6])([O-:5])=O.[Na+].[Na+].Cl.[NH2:10][C:11]([NH2:13])=[NH:12].[C:25]([O:24][C:22](O[C:22]([O:24][C:25]([CH3:28])([CH3:27])[CH3:26])=[O:23])=[O:23])([CH3:28])([CH3:27])[CH3:26], predict the reaction product. The product is: [C:22]([NH:12][C:11]([NH:13][C:22]([O:24][C:25]([CH3:26])([CH3:27])[CH3:28])=[O:23])=[N:10][C:3]([O:6][C:25]([CH3:28])([CH3:27])[CH3:26])=[O:5])([O:24][C:25]([CH3:28])([CH3:27])[CH3:26])=[O:1]. (4) Given the reactants Cl[C:2]([O:4][C:5]1[CH:10]=[CH:9][CH:8]=[CH:7][CH:6]=1)=[O:3].[NH2:11][C:12]1[CH:13]=[C:14]([CH:18]=[C:19]([C:21]([CH3:24])([CH3:23])[CH3:22])[CH:20]=1)[C:15]([NH2:17])=[O:16].C([O-])(O)=O.[Na+], predict the reaction product. The product is: [C:5]1([O:4][C:2](=[O:3])[NH:11][C:12]2[CH:13]=[C:14]([C:15](=[O:16])[NH2:17])[CH:18]=[C:19]([C:21]([CH3:24])([CH3:23])[CH3:22])[CH:20]=2)[CH:10]=[CH:9][CH:8]=[CH:7][CH:6]=1. (5) Given the reactants [Cl:1][C:2]1[CH:3]=[CH:4][C:5]([S:13](=[O:18])(=[O:17])[N:14]([CH3:16])[CH3:15])=[C:6]([CH:12]=1)[CH2:7][NH:8]C(=O)C.Cl, predict the reaction product. The product is: [ClH:1].[NH2:8][CH2:7][C:6]1[CH:12]=[C:2]([Cl:1])[CH:3]=[CH:4][C:5]=1[S:13]([N:14]([CH3:16])[CH3:15])(=[O:17])=[O:18]. (6) Given the reactants [Cl:1][C:2]1[C:3]([NH:12][S:13]([C:16]2[CH:25]=[CH:24][C:19]([C:20]([O:22][CH3:23])=[O:21])=[CH:18][CH:17]=2)(=[O:15])=[O:14])=[N:4][CH:5]=[C:6]([C:8]([F:11])([F:10])[F:9])[CH:7]=1.Br[CH2:27][C:28]1[CH:33]=[CH:32][C:31]([C:34]2([C:37]#[N:38])[CH2:36][CH2:35]2)=[CH:30][CH:29]=1, predict the reaction product. The product is: [Cl:1][C:2]1[C:3]([N:12]([CH2:27][C:28]2[CH:33]=[CH:32][C:31]([C:34]3([C:37]#[N:38])[CH2:36][CH2:35]3)=[CH:30][CH:29]=2)[S:13]([C:16]2[CH:25]=[CH:24][C:19]([C:20]([O:22][CH3:23])=[O:21])=[CH:18][CH:17]=2)(=[O:15])=[O:14])=[N:4][CH:5]=[C:6]([C:8]([F:11])([F:9])[F:10])[CH:7]=1. (7) Given the reactants Cl[C:2]1[C:3]2[NH:10][CH:9]=[CH:8][C:4]=2[N:5]=[CH:6][N:7]=1.[Cl:11][C:12]1[CH:13]=[C:14]([CH:16]=[CH:17][C:18]=1[O:19][CH2:20][C:21]1[CH:26]=[CH:25][CH:24]=[CH:23][N:22]=1)[NH2:15], predict the reaction product. The product is: [Cl:11][C:12]1[CH:13]=[C:14]([NH:15][C:2]2[C:3]3[NH:10][CH:9]=[CH:8][C:4]=3[N:5]=[CH:6][N:7]=2)[CH:16]=[CH:17][C:18]=1[O:19][CH2:20][C:21]1[CH:26]=[CH:25][CH:24]=[CH:23][N:22]=1. (8) Given the reactants [Cl:1][C:2]1[CH:3]=[N:4][C:5]([N:8]2[CH2:13][CH2:12][CH:11]([C@H:14]3[CH2:16][C@H:15]3[CH2:17][CH2:18][NH2:19])[CH2:10][CH2:9]2)=[N:6][CH:7]=1.F[C:21]1[CH:26]=[CH:25][C:24]([N:27]2[CH:31]=[N:30][N:29]=[N:28]2)=[CH:23][N:22]=1.C(=O)([O-])[O-].[K+].[K+].O, predict the reaction product. The product is: [Cl:1][C:2]1[CH:3]=[N:4][C:5]([N:8]2[CH2:13][CH2:12][CH:11]([C@H:14]3[CH2:16][C@H:15]3[CH2:17][CH2:18][NH:19][C:21]3[CH:26]=[CH:25][C:24]([N:27]4[CH:31]=[N:30][N:29]=[N:28]4)=[CH:23][N:22]=3)[CH2:10][CH2:9]2)=[N:6][CH:7]=1. (9) Given the reactants C([C:5]1[C:6]([NH2:45])=[C:7]([CH:11]=[CH:12][C:13]=1[C@H:14]([NH:17][C:18]([N:20]1[C:26](=[O:27])[C@@H:25]([CH2:28][C:29]2[CH:34]=[C:33]([Cl:35])[CH:32]=[CH:31][C:30]=2[O:36][CH3:37])[CH2:24][NH:23][C:22](=[N:38][CH2:39][CH:40](OC)OC)[CH2:21]1)=[O:19])[CH2:15][CH3:16])[C:8]([OH:10])=[O:9])(C)(C)C.[C:46]1([CH3:56])[CH:51]=CC(S([O-])(=O)=O)=C[CH:47]=1.[NH+]1C=CC=CC=1, predict the reaction product. The product is: [NH2:45][C:6]1[CH:5]=[C:13]([C@H:14]([NH:17][C:18]([N:20]2[C:26](=[O:27])[C@@H:25]([CH2:28][C:29]3[CH:34]=[C:33]([Cl:35])[CH:32]=[CH:31][C:30]=3[O:36][CH3:37])[CH2:24][N:23]3[CH:40]=[CH:39][N:38]=[C:22]3[CH2:21]2)=[O:19])[CH2:15][CH3:16])[CH:12]=[CH:11][C:7]=1[C:8]([O:10][C:46]([CH3:56])([CH3:51])[CH3:47])=[O:9]. (10) Given the reactants [S:1]1[C:5]2[CH2:6][CH2:7][CH2:8][C:9](=O)[C:4]=2[CH:3]=[CH:2]1.Cl.[NH2:12][OH:13], predict the reaction product. The product is: [S:1]1[C:5]2[CH2:6][CH2:7][CH2:8]/[C:9](=[N:12]\[OH:13])/[C:4]=2[CH:3]=[CH:2]1.